Dataset: Full USPTO retrosynthesis dataset with 1.9M reactions from patents (1976-2016). Task: Predict the reactants needed to synthesize the given product. (1) Given the product [OH:17][C:11]1([C:14]([O:16][CH3:18])=[O:15])[CH2:12][CH2:13][NH:8][CH2:9][CH2:10]1, predict the reactants needed to synthesize it. The reactants are: C([N:8]1[CH2:13][CH2:12][C:11]([OH:17])([C:14]([OH:16])=[O:15])[CH2:10][CH2:9]1)C1C=CC=CC=1.[CH3:18]O. (2) Given the product [CH2:1]([N:5]([CH2:6][C:7]1[CH:12]=[CH:11][CH:10]=[C:9]([O:13][CH3:14])[C:8]=1[O:15][CH3:16])[C:28](=[O:29])[CH2:27][O:26][C:25]1[CH:24]=[CH:23][C:22]([CH2:21][C@H:20]([O:19][CH2:17][CH3:18])[C:33]([O:35][CH2:36][CH3:37])=[O:34])=[CH:32][CH:31]=1)[CH2:2][CH2:3][CH3:4], predict the reactants needed to synthesize it. The reactants are: [CH2:1]([NH:5][CH2:6][C:7]1[CH:12]=[CH:11][CH:10]=[C:9]([O:13][CH3:14])[C:8]=1[O:15][CH3:16])[CH2:2][CH2:3][CH3:4].[CH2:17]([O:19][C@H:20]([C:33]([O:35][CH2:36][CH3:37])=[O:34])[CH2:21][C:22]1[CH:32]=[CH:31][C:25]([O:26][CH2:27][C:28](O)=[O:29])=[CH:24][CH:23]=1)[CH3:18]. (3) Given the product [C:1]([O:5][C@@H:6]([C:12]1[C:13]([CH3:42])=[N:14][C:15]([CH3:41])=[C:16]([C:26]2[CH:27]=[CH:28][C:29]([O:32][CH2:33][C:34]3[CH:39]=[CH:38][C:37]([F:40])=[CH:36][CH:35]=3)=[CH:30][CH:31]=2)[C:17]=1[N:18]1[CH2:23][CH2:22][C:21]([CH3:25])([CH3:24])[CH2:20][CH2:19]1)[C:7]([OH:9])=[O:8])([CH3:4])([CH3:2])[CH3:3], predict the reactants needed to synthesize it. The reactants are: [C:1]([O:5][C@@H:6]([C:12]1[C:13]([CH3:42])=[N:14][C:15]([CH3:41])=[C:16]([C:26]2[CH:31]=[CH:30][C:29]([O:32][CH2:33][C:34]3[CH:39]=[CH:38][C:37]([F:40])=[CH:36][CH:35]=3)=[CH:28][CH:27]=2)[C:17]=1[N:18]1[CH2:23][CH2:22][C:21]([CH3:25])([CH3:24])[CH2:20][CH2:19]1)[C:7]([O:9]CC)=[O:8])([CH3:4])([CH3:3])[CH3:2].[Li+].[OH-]. (4) Given the product [N:10]1[CH:9]=[CH:8][N:6]2[C:5]=1[C:4]([NH:11][C:12]1[CH:13]=[CH:14][C:15]([NH:18][C:19](=[O:25])[O:20][C:21]([CH3:23])([CH3:22])[CH3:24])=[CH:16][CH:17]=1)=[CH:3][CH:2]=[N:7]2, predict the reactants needed to synthesize it. The reactants are: Cl[C:2]1[CH:3]=[C:4]([NH:11][C:12]2[CH:17]=[CH:16][C:15]([NH:18][C:19](=[O:25])[O:20][C:21]([CH3:24])([CH3:23])[CH3:22])=[CH:14][CH:13]=2)[C:5]2[N:6]([CH:8]=[CH:9][N:10]=2)[N:7]=1. (5) Given the product [NH2:1][C:2]1[C:7]([C:8]#[N:9])=[CH:6][N:5]=[C:4]([NH:23][CH:20]2[CH2:21][CH2:22][N:18]([C:16]([O:15][C:11]([CH3:14])([CH3:13])[CH3:12])=[O:17])[CH2:19]2)[N:3]=1, predict the reactants needed to synthesize it. The reactants are: [NH2:1][C:2]1[C:7]([C:8]#[N:9])=[CH:6][N:5]=[C:4](Cl)[N:3]=1.[C:11]([O:15][C:16]([N:18]1[CH2:22][CH2:21][CH:20]([NH2:23])[CH2:19]1)=[O:17])([CH3:14])([CH3:13])[CH3:12].CCN(C(C)C)C(C)C. (6) Given the product [Cl:1][C:2]1[CH:7]=[CH:6][CH:5]=[CH:4][C:3]=1[CH:8]([O:10][C:14]1[CH:21]=[CH:20][C:17]([C:18]#[N:19])=[C:16]([C:22]([F:23])([F:25])[F:24])[CH:15]=1)[CH3:9], predict the reactants needed to synthesize it. The reactants are: [Cl:1][C:2]1[CH:7]=[CH:6][CH:5]=[CH:4][C:3]=1[CH:8]([OH:10])[CH3:9].[H-].[Na+].F[C:14]1[CH:21]=[CH:20][C:17]([C:18]#[N:19])=[C:16]([C:22]([F:25])([F:24])[F:23])[CH:15]=1.